From a dataset of Catalyst prediction with 721,799 reactions and 888 catalyst types from USPTO. Predict which catalyst facilitates the given reaction. (1) Reactant: CC[O-].[Na+].[CH2:5]([O:7][C:8](=[O:32])[CH2:9][C:10]([NH:12][C:13]1[C:14]([C:27]([O:29]CC)=O)=[N:15][CH:16]=[C:17]([CH2:19][C:20]2[CH:25]=[CH:24][C:23]([F:26])=[CH:22][CH:21]=2)[CH:18]=1)=[O:11])[CH3:6].Cl. Product: [F:26][C:23]1[CH:22]=[CH:21][C:20]([CH2:19][C:17]2[CH:18]=[C:13]3[C:14]([C:27]([OH:29])=[C:9]([C:8]([O:7][CH2:5][CH3:6])=[O:32])[C:10](=[O:11])[NH:12]3)=[N:15][CH:16]=2)=[CH:25][CH:24]=1. The catalyst class is: 14. (2) Reactant: [F:1][C:2]1[C:3]([OH:12])=[C:4]([CH:7]=[CH:8][C:9]=1[O:10][CH3:11])[CH:5]=[O:6].P([O-])(O)(O)=[O:14].[Na+].Cl([O-])=O.[Na+]. Product: [F:1][C:2]1[C:3]([OH:12])=[C:4]([CH:7]=[CH:8][C:9]=1[O:10][CH3:11])[C:5]([OH:14])=[O:6]. The catalyst class is: 58. (3) Reactant: Br[CH2:2][C:3]1[CH:8]=[CH:7][C:6]([B:9]2[O:13][C:12]([CH3:15])([CH3:14])[C:11]([CH3:17])([CH3:16])[O:10]2)=[CH:5][CH:4]=1.[CH3:18][N:19]1[CH2:24][CH2:23][NH:22][CH2:21][CH2:20]1.C([O-])([O-])=O.[K+].[K+]. Product: [CH3:18][N:19]1[CH2:24][CH2:23][N:22]([CH2:2][C:3]2[CH:8]=[CH:7][C:6]([B:9]3[O:13][C:12]([CH3:15])([CH3:14])[C:11]([CH3:17])([CH3:16])[O:10]3)=[CH:5][CH:4]=2)[CH2:21][CH2:20]1. The catalyst class is: 121. (4) Reactant: [CH3:1][O:2][C:3]1[CH:4]=[C:5]([NH:15][C:16]2[N:21]=[C:20]([C:22](=[O:24])[CH3:23])[CH:19]=[C:18]([CH2:25][O:26][CH2:27][C:28]([F:31])([F:30])[F:29])[N:17]=2)[CH:6]=[CH:7][C:8]=1[C:9]1[O:13][C:12]([CH3:14])=[N:11][CH:10]=1.[CH:32]([Mg]Cl)([CH3:34])[CH3:33].[Cl-].[NH4+]. Product: [CH3:1][O:2][C:3]1[CH:4]=[C:5]([NH:15][C:16]2[N:21]=[C:20]([C:22]([OH:24])([CH:32]([CH3:34])[CH3:33])[CH3:23])[CH:19]=[C:18]([CH2:25][O:26][CH2:27][C:28]([F:29])([F:30])[F:31])[N:17]=2)[CH:6]=[CH:7][C:8]=1[C:9]1[O:13][C:12]([CH3:14])=[N:11][CH:10]=1. The catalyst class is: 1. (5) Reactant: [CH2:1]([C:5]1O[C:7](=[O:19])[C:8]2[CH:18]=[C:17]3[C:12]([CH:13]=[CH:14][CH:15]=[CH:16]3)=[CH:11][C:9]=2[N:10]=1)[CH:2]([CH3:4])[CH3:3].[CH2:20]([NH2:27])[C:21]1[CH:26]=[CH:25][CH:24]=[CH:23][CH:22]=1.[OH-].[Na+]. Product: [CH2:20]([N:27]1[C:7](=[O:19])[C:8]2[C:9](=[CH:11][C:12]3[CH:13]=[CH:14][CH:15]=[CH:16][C:17]=3[CH:18]=2)[N:10]=[C:5]1[CH2:1][CH:2]([CH3:3])[CH3:4])[C:21]1[CH:26]=[CH:25][CH:24]=[CH:23][CH:22]=1. The catalyst class is: 11.